This data is from Catalyst prediction with 721,799 reactions and 888 catalyst types from USPTO. The task is: Predict which catalyst facilitates the given reaction. (1) Product: [CH3:9][C:3]1[CH:4]=[C:5]([NH2:8])[CH:6]=[CH:7][C:2]=1[B:13]1[O:14][C:15]([CH3:17])([CH3:16])[C:11]([CH3:27])([CH3:10])[O:12]1. The catalyst class is: 75. Reactant: Br[C:2]1[CH:7]=[CH:6][C:5]([NH2:8])=[CH:4][C:3]=1[CH3:9].[CH3:10][C:11]1([CH3:27])[C:15]([CH3:17])([CH3:16])[O:14][B:13]([B:13]2[O:14][C:15]([CH3:17])([CH3:16])[C:11]([CH3:27])([CH3:10])[O:12]2)[O:12]1.CC([O-])=O.[K+].O. (2) Reactant: Cl[C:2]1[CH:7]=[CH:6][N:5]=[C:4]([O:8][CH3:9])[N:3]=1.O.[NH2:11][NH2:12]. Product: [NH:11]([C:2]1[CH:7]=[CH:6][N:5]=[C:4]([O:8][CH3:9])[N:3]=1)[NH2:12]. The catalyst class is: 14.